This data is from Full USPTO retrosynthesis dataset with 1.9M reactions from patents (1976-2016). The task is: Predict the reactants needed to synthesize the given product. (1) Given the product [CH2:1]([N:8]([C:29]1([CH3:38])[CH2:37][C:36]2[C:31](=[CH:32][CH:33]=[CH:34][CH:35]=2)[CH2:30]1)[CH2:9][C@H:10]([O:11][C:39](=[O:41])[CH3:40])[C:12]1[CH:17]=[CH:16][C:15]([O:18][CH2:19][C:20]2[CH:25]=[CH:24][CH:23]=[CH:22][CH:21]=2)=[C:14]([N+:26]([O-:28])=[O:27])[CH:13]=1)[C:2]1[CH:7]=[CH:6][CH:5]=[CH:4][CH:3]=1, predict the reactants needed to synthesize it. The reactants are: [CH2:1]([N:8]([C:29]1([CH3:38])[CH2:37][C:36]2[C:31](=[CH:32][CH:33]=[CH:34][CH:35]=2)[CH2:30]1)[CH2:9][C@@H:10]([C:12]1[CH:17]=[CH:16][C:15]([O:18][CH2:19][C:20]2[CH:25]=[CH:24][CH:23]=[CH:22][CH:21]=2)=[C:14]([N+:26]([O-:28])=[O:27])[CH:13]=1)[OH:11])[C:2]1[CH:7]=[CH:6][CH:5]=[CH:4][CH:3]=1.[C:39](OC(=O)C)(=[O:41])[CH3:40].O.C(OCC)(=O)C. (2) Given the product [CH:1]1([N:7]([CH:18]2[CH2:23][CH2:22][CH2:21][CH2:20][CH2:19]2)[C:8](=[O:9])[NH:10][C:11]2[S:12][C:13]([CH2:16][N:25]3[CH2:29][CH2:28][CH:27]([NH:30][S:31]([CH2:34][CH3:35])(=[O:33])=[O:32])[CH2:26]3)=[CH:14][N:15]=2)[CH2:6][CH2:5][CH2:4][CH2:3][CH2:2]1, predict the reactants needed to synthesize it. The reactants are: [CH:1]1([N:7]([CH:18]2[CH2:23][CH2:22][CH2:21][CH2:20][CH2:19]2)[C:8]([NH:10][C:11]2[S:12][C:13]([CH:16]=O)=[CH:14][N:15]=2)=[O:9])[CH2:6][CH2:5][CH2:4][CH2:3][CH2:2]1.Cl.[NH:25]1[CH2:29][CH2:28][CH:27]([NH:30][S:31]([CH2:34][CH3:35])(=[O:33])=[O:32])[CH2:26]1.C(O[BH-](OC(=O)C)OC(=O)C)(=O)C.[Na+]. (3) Given the product [Cl:1][C:2]1[N:7]=[CH:6][N:5]=[C:4]2[C:3]=1[N:9]=[C:21]([C:20]1[CH:19]=[CH:18][C:17]([CH2:16][N:13]3[CH2:14][CH2:15][O:10][CH2:11][CH2:12]3)=[CH:25][CH:24]=1)[NH:8]2, predict the reactants needed to synthesize it. The reactants are: [Cl:1][C:2]1[N:7]=[CH:6][N:5]=[C:4]([NH2:8])[C:3]=1[NH2:9].[O:10]1[CH2:15][CH2:14][N:13]([CH2:16][C:17]2[CH:25]=[CH:24][C:20]([C:21](O)=O)=[CH:19][CH:18]=2)[CH2:12][CH2:11]1.[Cl-].[NH4+]. (4) The reactants are: Br.Br[C:3]1[CH:14]=[N:13][C:6]2[NH:7][CH2:8][CH2:9][N:10]([CH3:12])[CH2:11][C:5]=2[CH:4]=1.[C:15]([O:19][C:20]([CH3:23])([CH3:22])[CH3:21])(=[O:18])[CH:16]=[CH2:17]. Given the product [C:20]([O:19][C:15](=[O:18])[CH:16]=[CH:17][C:3]1[CH:14]=[N:13][C:6]2[NH:7][CH2:8][CH2:9][N:10]([CH3:12])[CH2:11][C:5]=2[CH:4]=1)([CH3:23])([CH3:22])[CH3:21], predict the reactants needed to synthesize it.